This data is from Full USPTO retrosynthesis dataset with 1.9M reactions from patents (1976-2016). The task is: Predict the reactants needed to synthesize the given product. (1) Given the product [CH3:12][O:13][C:14]1[CH:19]=[CH:18][C:17]([C@@H:20]([N:5]2[C:1](=[O:11])[C:2]3[C:3](=[CH:7][CH:8]=[CH:9][CH:10]=3)[C:4]2=[O:6])[CH3:21])=[CH:16][CH:15]=1, predict the reactants needed to synthesize it. The reactants are: [C:1]1(=[O:11])[NH:5][C:4](=[O:6])[C:3]2=[CH:7][CH:8]=[CH:9][CH:10]=[C:2]12.[CH3:12][O:13][C:14]1[CH:19]=[CH:18][C:17]([C@@H:20](N)[CH3:21])=[CH:16][CH:15]=1.C([O-])([O-])=O.[K+].[K+]. (2) Given the product [NH2:17][C:18]1[C:19]([C:20]#[N:21])=[C:22]([CH:23]=[CH:24][CH:25]=1)[O:14][C@H:11]1[CH2:10][CH2:9][C@H:8]([NH:7][C:5](=[O:6])[CH2:4][O:3][CH2:1][CH3:2])[CH2:13][CH2:12]1, predict the reactants needed to synthesize it. The reactants are: [CH2:1]([O:3][CH2:4][C:5]([NH:7][C@H:8]1[CH2:13][CH2:12][C@H:11]([OH:14])[CH2:10][CH2:9]1)=[O:6])[CH3:2].[H-].[Na+].[NH2:17][C:18]1[CH:25]=[CH:24][CH:23]=[C:22](F)[C:19]=1[C:20]#[N:21]. (3) Given the product [Cl:1][C:2]1[C:3]2[C:11]([C:35]#[C:34][CH2:33][CH2:32][CH2:31][N:28]3[CH2:27][CH2:26][N:25]([CH3:24])[CH2:30][CH2:29]3)=[CH:10][N:9]([CH2:13][C:14]3[C:19]([CH3:20])=[C:18]([O:21][CH3:22])[C:17]([CH3:23])=[CH:16][N:15]=3)[C:4]=2[N:5]=[C:6]([NH2:8])[N:7]=1, predict the reactants needed to synthesize it. The reactants are: [Cl:1][C:2]1[C:3]2[C:11](I)=[CH:10][N:9]([CH2:13][C:14]3[C:19]([CH3:20])=[C:18]([O:21][CH3:22])[C:17]([CH3:23])=[CH:16][N:15]=3)[C:4]=2[N:5]=[C:6]([NH2:8])[N:7]=1.[CH3:24][N:25]1[CH2:30][CH2:29][N:28]([CH2:31][CH2:32][CH2:33][C:34]#[CH:35])[CH2:27][CH2:26]1. (4) Given the product [CH2:10]([C@H:7]1[NH:6][C@H:5]([C:3]([N:2]([CH3:22])[CH3:1])=[O:4])[CH2:9][CH2:8]1)[CH3:11], predict the reactants needed to synthesize it. The reactants are: [CH3:1][N:2]([CH3:22])[C:3]([C@@H:5]1[CH2:9][CH2:8][C@@H:7]([CH2:10][CH3:11])[N:6]1C(OCC1C=CC=CC=1)=O)=[O:4].[H][H]. (5) The reactants are: [N+:1]([C:4]1[CH:14]=[CH:13][C:7]([CH:8]=[CH:9][C:10]([OH:12])=[O:11])=[CH:6][CH:5]=1)([O-:3])=[O:2].S(Cl)(Cl)=O.[N+:19]([C:22]1[CH:27]=[CH:26][C:25](O)=[CH:24][CH:23]=1)([O-:21])=[O:20].[N+](C1C=CC(C=CC(Cl)=O)=CC=1)([O-])=O. Given the product [N+:19]([C:22]1[CH:27]=[CH:26][C:25]([O:11][C:10](=[O:12])[CH:9]=[CH:8][C:7]2[CH:6]=[CH:5][C:4]([N+:1]([O-:3])=[O:2])=[CH:14][CH:13]=2)=[CH:24][CH:23]=1)([O-:21])=[O:20], predict the reactants needed to synthesize it.